From a dataset of Retrosynthesis with 50K atom-mapped reactions and 10 reaction types from USPTO. Predict the reactants needed to synthesize the given product. (1) Given the product COC(=O)NC(=S)Nc1ccc(S(=O)c2ccccc2)cc1[N+](=O)[O-], predict the reactants needed to synthesize it. The reactants are: COC(=O)N=C=S.Nc1ccc(S(=O)c2ccccc2)cc1[N+](=O)[O-]. (2) The reactants are: Cc1ccc(-c2cccc(F)c2)cc1C(=O)Nc1c(F)ccc(O)c1F. Given the product Cc1ccc(-c2cccc(F)c2)cc1CNc1c(F)ccc(O)c1F, predict the reactants needed to synthesize it. (3) Given the product COc1nc2ccc(C(O)(c3ccc(C)nc3C)c3cnnn3C)cc2c(Cl)c1CO, predict the reactants needed to synthesize it. The reactants are: COc1nc2ccc(C(O)(c3ccc(C)nc3C)c3cnnn3C)cc2c(Cl)c1CO[Si](C(C)C)(C(C)C)C(C)C. (4) Given the product COC(=O)CCc1ccc(C(=O)CCl)cc1, predict the reactants needed to synthesize it. The reactants are: COC(=O)CCc1ccccc1.O=C(Cl)CCl. (5) Given the product CCCc1nc(C(C)O)c(C(=O)O)n1Cc1ccc(-c2ccccc2-c2nnn[nH]2)cc1, predict the reactants needed to synthesize it. The reactants are: CCCc1nc(C(C)O)c(C(=O)OCC)n1Cc1ccc(-c2ccccc2-c2nnn[nH]2)cc1. (6) Given the product COc1cc2c(Oc3ccc4[nH]c(C)cc4c3F)ncnc2cc1OCC1CCN(C)CC1, predict the reactants needed to synthesize it. The reactants are: COc1cc2c(Cl)ncnc2cc1OCC1CCN(C)CC1.Cc1cc2c(F)c(O)ccc2[nH]1. (7) Given the product Cc1ccc(-c2cc(C(=O)NC(C)(C)C)nn2-c2cnccn2)nc1, predict the reactants needed to synthesize it. The reactants are: CC(C)(C)N.Cc1ccc(-c2cc(C(=O)O)nn2-c2cnccn2)nc1.